This data is from Forward reaction prediction with 1.9M reactions from USPTO patents (1976-2016). The task is: Predict the product of the given reaction. The product is: [C:6]([N:8]1[CH2:12][CH2:11][C@@H:10]([N:13]2[C:17]3=[N:18][CH:19]=[N:20][C:21]([NH2:22])=[C:16]3[C:15]([C:23]([NH:24][C:25]3[O:26][C:27]4[CH:33]=[CH:32][C:31]([Cl:34])=[CH:30][C:28]=4[N:29]=3)=[O:35])=[N:14]2)[CH2:9]1)(=[O:7])[CH:38]=[CH2:39]. Given the reactants C(O[C:6]([N:8]1[CH2:12][CH2:11][C@@H:10]([N:13]2[C:17]3=[N:18][CH:19]=[N:20][C:21]([NH2:22])=[C:16]3[C:15]([C:23](=[O:35])[NH:24][C:25]3[O:26][C:27]4[CH:33]=[CH:32][C:31]([Cl:34])=[CH:30][C:28]=4[N:29]=3)=[N:14]2)[CH2:9]1)=[O:7])(C)(C)C.Cl.O1CCO[CH2:39][CH2:38]1, predict the reaction product.